Dataset: Reaction yield outcomes from USPTO patents with 853,638 reactions. Task: Predict the reaction yield, written as a fraction of the theoretical maximum amount of product (1.0 means a 100% yield; for example, 0.34 means a 34% yield). The reactants are [CH3:1][C:2]([C:4]1[CH:9]=[CH:8][C:7]([O:10][CH3:11])=[CH:6][C:5]=1F)=O.O.[NH2:14][NH2:15]. No catalyst specified. The product is [CH3:11][O:10][C:7]1[CH:6]=[C:5]2[C:4]([C:2]([CH3:1])=[N:14][NH:15]2)=[CH:9][CH:8]=1. The yield is 0.320.